From a dataset of Forward reaction prediction with 1.9M reactions from USPTO patents (1976-2016). Predict the product of the given reaction. (1) Given the reactants [C:1]([O:5][C:6](=[O:21])[NH:7][C:8]1[C:9]([CH3:20])=[N:10][O:11][C:12]=1[C:13]1[CH:18]=[CH:17][C:16](Br)=[CH:15][CH:14]=1)([CH3:4])([CH3:3])[CH3:2].[CH2:22]([O:24][C:25](=[O:44])[C:26]([CH3:43])([C:28]1[CH:33]=[CH:32][C:31](B2OC(C)(C)C(C)(C)O2)=[CH:30][CH:29]=1)[CH3:27])[CH3:23], predict the reaction product. The product is: [CH2:22]([O:24][C:25](=[O:44])[C:26]([C:28]1[CH:33]=[CH:32][C:31]([C:16]2[CH:17]=[CH:18][C:13]([C:12]3[O:11][N:10]=[C:9]([CH3:20])[C:8]=3[NH:7][C:6]([O:5][C:1]([CH3:4])([CH3:3])[CH3:2])=[O:21])=[CH:14][CH:15]=2)=[CH:30][CH:29]=1)([CH3:43])[CH3:27])[CH3:23]. (2) The product is: [F:26][C:23]1[CH:22]=[CH:21][C:20]([CH2:19][C:17]2[CH:18]=[C:13]3[C:14]([C:27]([OH:29])=[C:9]([C:8]([O:7][CH2:5][CH3:6])=[O:32])[C:10](=[O:11])[NH:12]3)=[N:15][CH:16]=2)=[CH:25][CH:24]=1. Given the reactants CC[O-].[Na+].[CH2:5]([O:7][C:8](=[O:32])[CH2:9][C:10]([NH:12][C:13]1[C:14]([C:27]([O:29]CC)=O)=[N:15][CH:16]=[C:17]([CH2:19][C:20]2[CH:25]=[CH:24][C:23]([F:26])=[CH:22][CH:21]=2)[CH:18]=1)=[O:11])[CH3:6].Cl, predict the reaction product. (3) Given the reactants [C:1]([O:5][C:6]([NH:8][CH:9]([C:11]1[C:12]([O:25][CH3:26])=[C:13](/[CH:19]=[CH:20]/[C:21]([O:23][CH3:24])=[O:22])[C:14]([CH3:18])=[C:15]([Cl:17])[CH:16]=1)[CH3:10])=[O:7])([CH3:4])([CH3:3])[CH3:2].N12CCCN=C1CCCCC2.O.[N+:39]([CH3:42])([O-:41])=[O:40], predict the reaction product. The product is: [C:1]([O:5][C:6]([NH:8][CH:9]([C:11]1[C:12]([O:25][CH3:26])=[C:13]([CH:19]([CH2:42][N+:39]([O-:41])=[O:40])[CH2:20][C:21]([O:23][CH3:24])=[O:22])[C:14]([CH3:18])=[C:15]([Cl:17])[CH:16]=1)[CH3:10])=[O:7])([CH3:3])([CH3:4])[CH3:2]. (4) The product is: [Cl:1][C:2]1[C:3]([C:9]2[CH:14]=[CH:13][C:12]([F:15])=[C:11]([NH:16][CH2:17][CH:18]3[CH2:23][CH2:22][O:21][C:20]([CH3:25])([CH3:24])[CH2:19]3)[N:10]=2)=[CH:4][C:5]([NH2:27])=[N:6][CH:7]=1. Given the reactants [Cl:1][C:2]1[C:3]([C:9]2[CH:14]=[CH:13][C:12]([F:15])=[C:11]([NH:16][CH2:17][CH:18]3[CH2:23][CH2:22][O:21][C:20]([CH3:25])([CH3:24])[CH2:19]3)[N:10]=2)=[CH:4][C:5](F)=[N:6][CH:7]=1.[OH-].[NH4+:27], predict the reaction product.